From a dataset of Forward reaction prediction with 1.9M reactions from USPTO patents (1976-2016). Predict the product of the given reaction. (1) Given the reactants [F:1][C:2]1[CH:3]=[C:4]2[C:9](=[CH:10][CH:11]=1)[N:8]1[CH:12]=[CH:13][N:14]=[C:7]1[C:6]([NH:15][CH2:16][CH2:17][CH2:18][OH:19])=[N:5]2.N12CCCN=C1CCCCC2.O=C1CCC(=O)N1[O:38][C:39](=O)[C@H:40]([NH:42][C:43](=[O:49])[O:44][C:45]([CH3:48])([CH3:47])[CH3:46])[CH3:41], predict the reaction product. The product is: [C:45]([O:44][C:43]([NH:42][C@H:40]([CH3:41])[C:39]([O:19][CH2:18][CH2:17][CH2:16][NH:15][C:6]1[C:7]2[N:8]([CH:12]=[CH:13][N:14]=2)[C:9]2[C:4]([N:5]=1)=[CH:3][C:2]([F:1])=[CH:11][CH:10]=2)=[O:38])=[O:49])([CH3:48])([CH3:47])[CH3:46]. (2) Given the reactants [CH3:1][CH:2]([NH:4][CH2:5][CH:6]([OH:19])[CH2:7][O:8][C:9]1[CH:10]=[CH:11][CH:12]=[C:13]2[CH:18]=[CH:17][CH:16]=[CH:15][C:14]=12)[CH3:3].Cl.C(N(CC)CC)C.C1CCC(N=C=NC2CCCCC2)CC1, predict the reaction product. The product is: [CH3:3][CH:2]([NH:4][CH2:5][CH:6]([OH:19])[CH2:7][O:8][C:9]1[CH:10]=[CH:11][CH:12]=[C:13]2[CH:18]=[CH:17][CH:16]=[CH:15][C:14]=12)[CH3:1].